Dataset: Reaction yield outcomes from USPTO patents with 853,638 reactions. Task: Predict the reaction yield, written as a fraction of the theoretical maximum amount of product (1.0 means a 100% yield; for example, 0.34 means a 34% yield). (1) The reactants are Br[C:2]1[N:3]([CH2:21][C:22](=[O:24])[CH3:23])[C:4]2[C:9]([C:10]=1[CH:11]1[CH2:16][CH2:15][CH2:14][CH2:13][CH2:12]1)=[CH:8][CH:7]=[C:6]([C:17]([O:19][CH3:20])=[O:18])[CH:5]=2.[CH3:25][C:26]1[CH:27]=[CH:28][C:29](B2OC(C)(C)C(C)(C)O2)=[C:30]([NH2:32])[CH:31]=1.C(=O)([O-])O.[Na+]. The catalyst is COCCOC.O.C1C=CC([P]([Pd]([P](C2C=CC=CC=2)(C2C=CC=CC=2)C2C=CC=CC=2)([P](C2C=CC=CC=2)(C2C=CC=CC=2)C2C=CC=CC=2)[P](C2C=CC=CC=2)(C2C=CC=CC=2)C2C=CC=CC=2)(C2C=CC=CC=2)C2C=CC=CC=2)=CC=1. The product is [NH2:32][C:30]1[CH:31]=[C:26]([CH3:25])[CH:27]=[CH:28][C:29]=1[C:2]1[N:3]([CH2:21][C:22](=[O:24])[CH3:23])[C:4]2[C:9]([C:10]=1[CH:11]1[CH2:16][CH2:15][CH2:14][CH2:13][CH2:12]1)=[CH:8][CH:7]=[C:6]([C:17]([O:19][CH3:20])=[O:18])[CH:5]=2. The yield is 0.970. (2) The reactants are [S:1]1[CH:5]=[CH:4][C:3]([CH:6]=[CH:7][C:8]([O:10][CH2:11][CH3:12])=[O:9])=[CH:2]1.[CH3:13][N+:14]([O-:16])=[O:15]. No catalyst specified. The product is [N+:14]([CH2:13][CH:6]([C:3]1[CH:4]=[CH:5][S:1][CH:2]=1)[CH2:7][C:8]([O:10][CH2:11][CH3:12])=[O:9])([O-:16])=[O:15]. The yield is 0.650.